This data is from Catalyst prediction with 721,799 reactions and 888 catalyst types from USPTO. The task is: Predict which catalyst facilitates the given reaction. (1) Reactant: [Cl:1][CH2:2][C:3]([C:5]1[CH:10]=[CH:9][C:8]([O:11][CH3:12])=[CH:7][CH:6]=1)=[O:4].[ClH:13].Cl.[CH2:15]([N:24]1[CH2:29][CH2:28][NH:27][CH2:26][CH2:25]1)[C:16]([C:18]1[CH:23]=[CH:22][CH:21]=[CH:20][CH:19]=1)=[O:17].C([O-])([O-])=O.[K+].[K+]. Product: [ClH:1].[ClH:13].[CH2:15]([N:24]1[CH2:29][CH2:28][N:27]([CH2:2][C:3]([C:5]2[CH:10]=[CH:9][C:8]([O:11][CH3:12])=[CH:7][CH:6]=2)=[O:4])[CH2:26][CH2:25]1)[C:16]([C:18]1[CH:19]=[CH:20][CH:21]=[CH:22][CH:23]=1)=[O:17]. The catalyst class is: 3. (2) Reactant: [F:1][C:2]1[CH:3]=[N:4][C:5]2[CH:6]=[CH:7][C:8](=[O:30])[N:9]3[C@@H:14]([CH2:15][N:16]4[CH2:21][CH2:20][CH:19]([NH:22]C(=O)OC(C)(C)C)[CH2:18][CH2:17]4)[CH2:13][O:12][C:11]=1[C:10]=23.[ClH:31].O1CCOCC1. The catalyst class is: 4. Product: [ClH:31].[ClH:31].[NH2:22][CH:19]1[CH2:18][CH2:17][N:16]([CH2:15][C@@H:14]2[N:9]3[C:10]4[C:11](=[C:2]([F:1])[CH:3]=[N:4][C:5]=4[CH:6]=[CH:7][C:8]3=[O:30])[O:12][CH2:13]2)[CH2:21][CH2:20]1. (3) Reactant: [NH2:1][C:2]1[C:6]2[CH:7]=[C:8]([Br:11])[CH:9]=[CH:10][C:5]=2[O:4][C:3]=1[C:12]([NH2:14])=[O:13].[O-:15][C:16]#[N:17].[Na+]. Product: [Br:11][C:8]1[CH:9]=[CH:10][C:5]2[O:4][C:3]([C:12]([NH2:14])=[O:13])=[C:2]([NH:1][C:16]([NH2:17])=[O:15])[C:6]=2[CH:7]=1. The catalyst class is: 86.